This data is from Catalyst prediction with 721,799 reactions and 888 catalyst types from USPTO. The task is: Predict which catalyst facilitates the given reaction. (1) The catalyst class is: 4. Reactant: [CH3:1][O:2][C:3]([C:5]1[N:10]=[CH:9][C:8]([N:11](C(OC(C)(C)C)=O)[CH:12]([C:17]2[CH:22]=[CH:21][C:20]([C:23]3[CH:28]=[CH:27][C:26]([C:29]([F:32])([F:31])[F:30])=[CH:25][CH:24]=3)=[CH:19][CH:18]=2)[CH2:13][CH:14]([CH3:16])[CH3:15])=[CH:7][N:6]=1)=[O:4].FC(F)(F)C(O)=O. Product: [CH3:1][O:2][C:3]([C:5]1[N:6]=[CH:7][C:8]([NH:11][CH:12]([C:17]2[CH:22]=[CH:21][C:20]([C:23]3[CH:24]=[CH:25][C:26]([C:29]([F:32])([F:31])[F:30])=[CH:27][CH:28]=3)=[CH:19][CH:18]=2)[CH2:13][CH:14]([CH3:16])[CH3:15])=[CH:9][N:10]=1)=[O:4]. (2) Reactant: C([O:8][P:9]([CH2:18][C@H:19]([OH:50])[CH2:20][NH:21][C:22](=[O:49])[C@@H:23]([NH:27][C:28](=[O:48])[C@@H:29]([NH:37]C(OCC1C=CC=CC=1)=O)[CH2:30][C:31]1[CH:36]=[CH:35][CH:34]=[CH:33][CH:32]=1)[CH:24]([CH3:26])[CH3:25])([CH2:11][CH:12]1[CH2:17][CH2:16][CH2:15][CH2:14][CH2:13]1)=[O:10])C1C=CC=CC=1.C(OP(C[C@H](O)CNC(=O)[C@H](NC(=O)[C@@H](NC(OCC1C=CC=CC=1)=O)CC1C=CC=CC=1)C(C)C)(CC1CCCCC1)=O)C1C=CC=CC=1.N(C(OCC1C=CC=CC=1)=O)[C@H](C(N[C@H](C(O)=O)C(C)C)=O)CC1C=CC=CC=1.OC1C2N=NNC=2C=CC=1.N=C=N.C(N(CC)CC)C.Cl.C(OP(C[C@H](O)CN)(CC1CCCCC1)=O)C1C=CC=CC=1. Product: [NH2:37][C@@H:29]([CH2:30][C:31]1[CH:32]=[CH:33][CH:34]=[CH:35][CH:36]=1)[C:28]([NH:27][C@H:23]([CH:24]([CH3:25])[CH3:26])[C:22]([NH:21][CH2:20][C@@H:19]([OH:50])[CH2:18][P:9]([CH2:11][CH:12]1[CH2:13][CH2:14][CH2:15][CH2:16][CH2:17]1)(=[O:8])[OH:10])=[O:49])=[O:48]. The catalyst class is: 2.